Predict the reactants needed to synthesize the given product. From a dataset of Full USPTO retrosynthesis dataset with 1.9M reactions from patents (1976-2016). The reactants are: [OH:1][C:2]1[CH:7]=[CH:6][C:5]([C:8]([F:11])([F:10])[F:9])=[CH:4][CH:3]=1.[Br:12][CH2:13][CH2:14]Br.C(=O)([O-])[O-].[K+].[K+]. Given the product [Br:12][CH2:13][CH2:14][O:1][C:2]1[CH:7]=[CH:6][C:5]([C:8]([F:9])([F:10])[F:11])=[CH:4][CH:3]=1, predict the reactants needed to synthesize it.